This data is from Catalyst prediction with 721,799 reactions and 888 catalyst types from USPTO. The task is: Predict which catalyst facilitates the given reaction. Reactant: Br[C:2]1[CH:3]=[C:4]2[C:9](=[CH:10][CH:11]=1)[N:8]=[C:7]([Cl:12])[C:6]([C:13]1[CH:18]=[CH:17][CH:16]=[CH:15][CH:14]=1)=[CH:5]2.[Li]CCCC.[Cl:24][C:25]1[CH:30]=[CH:29][C:28]([C:31]([C:33]2[N:37]([CH3:38])[CH:36]=[N:35][CH:34]=2)=[O:32])=[CH:27][CH:26]=1. Product: [Cl:12][C:7]1[C:6]([C:13]2[CH:18]=[CH:17][CH:16]=[CH:15][CH:14]=2)=[CH:5][C:4]2[C:9](=[CH:10][CH:11]=[C:2]([C:31]([C:28]3[CH:29]=[CH:30][C:25]([Cl:24])=[CH:26][CH:27]=3)([C:33]3[N:37]([CH3:38])[CH:36]=[N:35][CH:34]=3)[OH:32])[CH:3]=2)[N:8]=1. The catalyst class is: 7.